Dataset: Catalyst prediction with 721,799 reactions and 888 catalyst types from USPTO. Task: Predict which catalyst facilitates the given reaction. The catalyst class is: 3. Reactant: [C:1]([C:4]1[C:5](F)=[C:6]([F:22])[C:7]([NH:14][C:15]2[CH:20]=[CH:19][CH:18]=[CH:17][C:16]=2[F:21])=[C:8]([CH:13]=1)[C:9]([O:11][CH3:12])=[O:10])(=O)[CH3:2].[NH2:24][NH2:25]. Product: [CH3:12][O:11][C:9]([C:8]1[C:7]([NH:14][C:15]2[CH:20]=[CH:19][CH:18]=[CH:17][C:16]=2[F:21])=[C:6]([F:22])[C:5]2[C:4](=[C:1]([CH3:2])[NH:24][N:25]=2)[CH:13]=1)=[O:10].